Dataset: Catalyst prediction with 721,799 reactions and 888 catalyst types from USPTO. Task: Predict which catalyst facilitates the given reaction. (1) Reactant: [Cl:1][C:2]1[C:3]([CH2:8][NH2:9])=[N:4][CH:5]=[CH:6][N:7]=1.Cl.[C:11]([N:21]1[CH2:29][CH2:28][CH2:27][CH2:26][C@H:22]1[C:23](O)=[O:24])([O:13][CH2:14][C:15]1[CH:20]=[CH:19][CH:18]=[CH:17][CH:16]=1)=[O:12].C(N(CC)CC)C.CN(C(ON1N=NC2C=CC=NC1=2)=[N+](C)C)C.F[P-](F)(F)(F)(F)F. Product: [Cl:1][C:2]1[C:3]([CH2:8][NH:9][C:23]([C@@H:22]2[CH2:26][CH2:27][CH2:28][CH2:29][N:21]2[C:11]([O:13][CH2:14][C:15]2[CH:16]=[CH:17][CH:18]=[CH:19][CH:20]=2)=[O:12])=[O:24])=[N:4][CH:5]=[CH:6][N:7]=1. The catalyst class is: 4. (2) Reactant: C(OC([N:11]1[CH2:22][CH2:21][C:14]2([O:18][C:17](=[O:19])[NH:16][C:15]2=[O:20])[CH2:13][CH2:12]1)=O)C1C=CC=CC=1.C(=O)([O-])[O-].[K+].[K+].Br[CH2:30][CH2:31][CH3:32]. Product: [CH2:30]([N:16]1[C:15](=[O:20])[C:14]2([CH2:13][CH2:12][NH:11][CH2:22][CH2:21]2)[O:18][C:17]1=[O:19])[CH2:31][CH3:32]. The catalyst class is: 16. (3) Reactant: [CH3:1][O:2][C:3]1[CH:11]=[C:10]2[C:6]([CH2:7][C:8](=[O:12])[NH:9]2)=[CH:5][CH:4]=1.[OH:13][CH2:14][CH2:15][CH2:16][C:17]1[C:18]2[CH2:28][CH2:27][CH2:26][CH2:25][CH2:24][C:19]=2[NH:20][C:21]=1[CH:22]=O.N1CCCCC1. Product: [OH:13][CH2:14][CH2:15][CH2:16][C:17]1[C:18]2[CH2:28][CH2:27][CH2:26][CH2:25][CH2:24][C:19]=2[NH:20][C:21]=1/[CH:22]=[C:7]1\[C:8](=[O:12])[NH:9][C:10]2[C:6]\1=[CH:5][CH:4]=[C:3]([O:2][CH3:1])[CH:11]=2. The catalyst class is: 8. (4) Reactant: Cl[C:2]1[CH:3]=[C:4]([CH:7]=[CH:8][N:9]=1)[C:5]#[N:6].[CH3:10][Al](C)C.Cl. The catalyst class is: 77. Product: [CH3:10][C:2]1[CH:3]=[C:4]([CH:7]=[CH:8][N:9]=1)[C:5]#[N:6]. (5) Reactant: [CH3:1][O:2][C:3]1[CH:4]=[C:5]2[CH:11]=C(C(OCC)=O)N[C:6]2=[N:7][CH:8]=1.[H-].[Na+].ClC1C=CC(CCl)=CC=1.CN(C=[O:32])C. Product: [CH:11]([C:5]1[CH:6]=[N:7][CH:8]=[C:3]([O:2][CH3:1])[CH:4]=1)=[O:32]. The catalyst class is: 1. (6) Reactant: [Cl:1][C:2]1[C:7]2[CH:8]([CH3:11])[CH2:9][O:10][C:6]=2[C:5]([CH:12]2[C@H:17]([O:18]CC3C=CC=CC=3)[C@@H:16]([O:26]CC3C=CC=CC=3)[C@H:15]([O:34]CC3C=CC=CC=3)[C@@H:14]([CH2:42][O:43]CC3C=CC=CC=3)[O:13]2)=[CH:4][C:3]=1[CH2:51][C:52]1[CH:57]=[CH:56][C:55]([O:58][CH2:59][CH3:60])=[CH:54][CH:53]=1. Product: [Cl:1][C:2]1[C:7]2[CH:8]([CH3:11])[CH2:9][O:10][C:6]=2[C:5]([C@H:12]2[C@H:17]([OH:18])[C@@H:16]([OH:26])[C@H:15]([OH:34])[C@@H:14]([CH2:42][OH:43])[O:13]2)=[CH:4][C:3]=1[CH2:51][C:52]1[CH:53]=[CH:54][C:55]([O:58][CH2:59][CH3:60])=[CH:56][CH:57]=1. The catalyst class is: 358.